Dataset: Catalyst prediction with 721,799 reactions and 888 catalyst types from USPTO. Task: Predict which catalyst facilitates the given reaction. (1) Reactant: [OH:1][C:2]1[CH:3]=[C:4]2[C:9](=[CH:10][CH:11]=1)[CH:8]([CH2:12][C:13]([OH:15])=O)[CH2:7][CH2:6][CH2:5]2.[C:16]([O:20][C:21](=[O:39])[CH2:22][NH:23][C@H:24]([C:32]([O:34][C:35]([CH3:38])([CH3:37])[CH3:36])=[O:33])[CH2:25][C:26]1[CH:31]=[CH:30][CH:29]=[CH:28][CH:27]=1)([CH3:19])([CH3:18])[CH3:17].C(N(CC)C(C)C)(C)C.F[P-](F)(F)(F)(F)F.C(C(=NO[C+](N(C)C)N1CCOCC1)C(OCC)=O)#N. Product: [C:16]([O:20][C:21](=[O:39])[CH2:22][N:23]([C:13](=[O:15])[CH2:12][CH:8]1[C:9]2[C:4](=[CH:3][C:2]([OH:1])=[CH:11][CH:10]=2)[CH2:5][CH2:6][CH2:7]1)[C@H:24]([C:32]([O:34][C:35]([CH3:38])([CH3:37])[CH3:36])=[O:33])[CH2:25][C:26]1[CH:27]=[CH:28][CH:29]=[CH:30][CH:31]=1)([CH3:18])([CH3:19])[CH3:17]. The catalyst class is: 42. (2) Reactant: [F:1][C:2]1([CH3:22])[CH2:7][C:6]([F:9])([F:8])[C@:5]([C:11]2[CH:16]=[C:15]([N+:17]([O-])=O)[CH:14]=[CH:13][C:12]=2[F:20])([CH3:10])[NH:4][C:3]1=[O:21].C([O-])=O.[NH4+]. Product: [NH2:17][C:15]1[CH:14]=[CH:13][C:12]([F:20])=[C:11]([C@@:5]2([CH3:10])[NH:4][C:3](=[O:21])[C:2]([F:1])([CH3:22])[CH2:7][C:6]2([F:9])[F:8])[CH:16]=1. The catalyst class is: 19. (3) Reactant: O[C:2]1[CH:3]=[C:4]2[C:10](=O)[O:9][C:8](=O)[C:5]2=N[CH:7]=1.[CH3:13][O:14][C:15]1[CH:22]=[CH:21][C:18]([CH2:19]Br)=[CH:17][CH:16]=1.[C:23](=O)([O-])[O-:24].[K+].[K+]. Product: [CH3:13][O:14][C:15]1[CH:22]=[CH:21][C:18]([CH2:19][O:24][CH2:23][C:3]2[CH:2]=[CH:7][C:8]([O:9][CH3:10])=[CH:5][CH:4]=2)=[CH:17][CH:16]=1. The catalyst class is: 7.